From a dataset of Forward reaction prediction with 1.9M reactions from USPTO patents (1976-2016). Predict the product of the given reaction. (1) Given the reactants [CH3:1][C:2]1[C:3]2[N:4]([C:8]([C:18]3[CH:23]=[CH:22][N:21]=[C:20]([C:24]4[CH:29]=[CH:28][C:27]([CH:30]=O)=[CH:26][CH:25]=4)[CH:19]=3)=[C:9]([C:11]3[CH:16]=[CH:15][CH:14]=[C:13]([CH3:17])[N:12]=3)[N:10]=2)[CH:5]=[CH:6][CH:7]=1.[NH:32]1[CH2:37][CH2:36][O:35][CH2:34][CH2:33]1, predict the reaction product. The product is: [CH3:1][C:2]1[C:3]2[N:4]([C:8]([C:18]3[CH:23]=[CH:22][N:21]=[C:20]([C:24]4[CH:25]=[CH:26][C:27]([CH2:30][N:32]5[CH2:37][CH2:36][O:35][CH2:34][CH2:33]5)=[CH:28][CH:29]=4)[CH:19]=3)=[C:9]([C:11]3[CH:16]=[CH:15][CH:14]=[C:13]([CH3:17])[N:12]=3)[N:10]=2)[CH:5]=[CH:6][CH:7]=1. (2) Given the reactants [Cl:1][CH2:2][CH2:3][CH2:4][OH:5].Cl[CH2:7][C:8]1[CH:13]=[CH:12][CH:11]=[C:10]([F:14])[C:9]=1[O:15][CH3:16], predict the reaction product. The product is: [Cl:1][CH2:2][CH2:3][CH2:4][O:5][CH2:7][C:8]1[CH:13]=[CH:12][CH:11]=[C:10]([F:14])[C:9]=1[O:15][CH3:16]. (3) The product is: [Cl:1][C:2]1[CH:3]=[CH:4][C:5]([C:8]2[C:9](=[O:11])[O:10][CH2:18][C:17]=2[C:16]2[CH:21]=[CH:22][C:13]([Cl:12])=[CH:14][CH:15]=2)=[CH:6][CH:7]=1. Given the reactants [Cl:1][C:2]1[CH:7]=[CH:6][C:5]([CH2:8][C:9]([OH:11])=[O:10])=[CH:4][CH:3]=1.[Cl:12][C:13]1[CH:22]=[CH:21][C:16]([C:17](=O)[CH2:18]Br)=[CH:15][CH:14]=1.C(=O)([O-])[O-].[K+].[K+].C1(C)C=CC=CC=1, predict the reaction product.